From a dataset of Catalyst prediction with 721,799 reactions and 888 catalyst types from USPTO. Predict which catalyst facilitates the given reaction. (1) Reactant: [NH:1]1[CH:5]=[CH:4][C:3]([C:6]([O:8][CH3:9])=[O:7])=[N:2]1.FC(F)(F)S(O[CH2:16][CH:17]([F:19])[F:18])(=O)=O.C(=O)([O-])[O-].[Cs+].[Cs+]. Product: [F:18][CH:17]([F:19])[CH2:16][N:1]1[CH:5]=[CH:4][C:3]([C:6]([O:8][CH3:9])=[O:7])=[N:2]1. The catalyst class is: 210. (2) Reactant: [Cl:1][C:2]1[CH:11]=[CH:10][C:9]([F:12])=[C:8]2[C:3]=1[CH:4]=[C:5]([C:13]1[C:14]([NH2:31])=[N:15][CH:16]=[C:17]([C:19]3[CH:20]=[N:21][N:22]([CH:24]4[CH2:29][CH2:28][N:27]([CH3:30])[CH2:26][CH2:25]4)[CH:23]=3)[CH:18]=1)[N:6]=[CH:7]2.[ClH:32].CCOCC. Product: [ClH:1].[ClH:32].[ClH:1].[Cl:1][C:2]1[CH:11]=[CH:10][C:9]([F:12])=[C:8]2[C:3]=1[CH:4]=[C:5]([C:13]1[C:14]([NH2:31])=[N:15][CH:16]=[C:17]([C:19]3[CH:20]=[N:21][N:22]([CH:24]4[CH2:25][CH2:26][N:27]([CH3:30])[CH2:28][CH2:29]4)[CH:23]=3)[CH:18]=1)[N:6]=[CH:7]2. The catalyst class is: 2. (3) Reactant: [C:1]([O:5][C:6](=[O:15])[NH:7][C:8]1([C:13]#[N:14])[CH2:12][CH2:11][CH2:10][CH2:9]1)([CH3:4])([CH3:3])[CH3:2].[H-].[H-].[H-].[H-].[Li+].[Al+3].O. Product: [C:1]([O:5][C:6](=[O:15])[NH:7][C:8]1([CH2:13][NH2:14])[CH2:12][CH2:11][CH2:10][CH2:9]1)([CH3:4])([CH3:2])[CH3:3]. The catalyst class is: 1. (4) Reactant: [CH:1]1([CH2:7][C:8]2[N:12](C(OC(C)(C)C)=O)[C:11]([C:20]([O:22][CH3:23])=[O:21])=[CH:10][CH:9]=2)[CH2:6][CH2:5][CH2:4][CH2:3][CH2:2]1. Product: [CH:1]1([CH2:7][C:8]2[NH:12][C:11]([C:20]([O:22][CH3:23])=[O:21])=[CH:10][CH:9]=2)[CH2:2][CH2:3][CH2:4][CH2:5][CH2:6]1. The catalyst class is: 137. (5) Reactant: F[C:2]1[CH:11]=[CH:10][C:5]([C:6]([O:8][CH3:9])=[O:7])=[C:4]([CH3:12])[CH:3]=1.[CH3:13][C@@H:14]1[O:19][C@H:18]([CH3:20])[CH2:17][NH:16][CH2:15]1.C(=O)([O-])[O-].[K+].[K+]. Product: [CH3:12][C:4]1[CH:3]=[C:2]([N:16]2[CH2:15][C@@H:14]([CH3:13])[O:19][C@@H:18]([CH3:20])[CH2:17]2)[CH:11]=[CH:10][C:5]=1[C:6]([O:8][CH3:9])=[O:7]. The catalyst class is: 10.